Dataset: Peptide-MHC class II binding affinity with 134,281 pairs from IEDB. Task: Regression. Given a peptide amino acid sequence and an MHC pseudo amino acid sequence, predict their binding affinity value. This is MHC class II binding data. (1) The peptide sequence is DDMAAQPFFDPSASF. The MHC is HLA-DQA10501-DQB10201 with pseudo-sequence HLA-DQA10501-DQB10201. The binding affinity (normalized) is 0.283. (2) The peptide sequence is SPEVIPMFSALSE. The MHC is H-2-IAd with pseudo-sequence H-2-IAd. The binding affinity (normalized) is 0.759. (3) The peptide sequence is KESWGAIWRI. The MHC is DRB1_0301 with pseudo-sequence DRB1_0301. The binding affinity (normalized) is 0.0369.